Dataset: Rat liver microsome stability data. Task: Regression/Classification. Given a drug SMILES string, predict its absorption, distribution, metabolism, or excretion properties. Task type varies by dataset: regression for continuous measurements (e.g., permeability, clearance, half-life) or binary classification for categorical outcomes (e.g., BBB penetration, CYP inhibition). Dataset: rlm. (1) The result is 0 (unstable in rat liver microsomes). The drug is CCOc1cc(NC(=O)C2(NC(=O)c3ccc4c(C5CCCC5)c(-c5ncc(Cl)cn5)n(C)c4c3)CCC2)ccc1C=CC(=O)O. (2) The molecule is O=C(Nc1nnc(-c2ccco2)o1)c1ccc(Cl)cc1. The result is 1 (stable in rat liver microsomes). (3) The drug is O=C(CN1CCNCC1)NC1CCCCC1. The result is 0 (unstable in rat liver microsomes).